From a dataset of Catalyst prediction with 721,799 reactions and 888 catalyst types from USPTO. Predict which catalyst facilitates the given reaction. Reactant: [N:1]1([CH2:6][C:7]2[CH:8]=[C:9]([C:13]3[O:14][C:15]4[C:21]([C:22]([O:24]C)=O)=[CH:20][CH:19]=[CH:18][C:16]=4[N:17]=3)[CH:10]=[CH:11][CH:12]=2)[CH2:5][CH2:4][CH2:3][CH2:2]1.O.[NH4+:27]. Product: [N:1]1([CH2:6][C:7]2[CH:8]=[C:9]([C:13]3[O:14][C:15]4[C:21]([C:22]([NH2:27])=[O:24])=[CH:20][CH:19]=[CH:18][C:16]=4[N:17]=3)[CH:10]=[CH:11][CH:12]=2)[CH2:2][CH2:3][CH2:4][CH2:5]1. The catalyst class is: 8.